This data is from Forward reaction prediction with 1.9M reactions from USPTO patents (1976-2016). The task is: Predict the product of the given reaction. (1) The product is: [CH2:18]([O:17][C:13](=[O:16])[CH2:14][CH2:15][C:4]([C:5](=[O:7])[CH3:6])([C:1](=[O:3])[CH3:2])[CH2:8][CH2:9][C:10](=[O:12])[CH3:11])[CH3:19]. Given the reactants [C:1]([CH:4]([CH2:8][CH2:9][C:10](=[O:12])[CH3:11])[C:5](=[O:7])[CH3:6])(=[O:3])[CH3:2].[C:13]([O:17][CH2:18][CH3:19])(=[O:16])[CH:14]=[CH2:15].C(O)(=O)C, predict the reaction product. (2) Given the reactants [CH2:1]([C:3]1[O:4][C:5]2[C:15]([N:16]=1)=[CH:14][C:8]1[CH2:9][CH2:10][NH:11][CH2:12][CH2:13][C:7]=1[CH:6]=2)[CH3:2].[Cl:17][CH2:18][CH2:19][CH2:20][S:21][C:22]1[N:26]([CH3:27])[C:25]([C:28]2[CH:33]=[CH:32][C:31]([F:34])=[C:30]([F:35])[CH:29]=2)=[N:24][N:23]=1, predict the reaction product. The product is: [ClH:17].[F:35][C:30]1[CH:29]=[C:28]([C:25]2[N:26]([CH3:27])[C:22]([S:21][CH2:20][CH2:19][CH2:18][N:11]3[CH2:10][CH2:9][C:8]4[CH:14]=[C:15]5[N:16]=[C:3]([CH2:1][CH3:2])[O:4][C:5]5=[CH:6][C:7]=4[CH2:13][CH2:12]3)=[N:23][N:24]=2)[CH:33]=[CH:32][C:31]=1[F:34]. (3) Given the reactants [CH:1]1[C:11]2[CH2:10][CH2:9][C:8]3[CH:12]=[CH:13][CH:14]=[CH:15][C:7]=3[C:6](=[CH:16][C:17]3[CH:22]=[CH:21][C:20]([NH2:23])=[CH:19][CH:18]=3)[C:5]=2[CH:4]=[CH:3][CH:2]=1.[CH3:24][S:25](Cl)(=[O:27])=[O:26], predict the reaction product. The product is: [CH:1]1[C:11]2[CH2:10][CH2:9][C:8]3[CH:12]=[CH:13][CH:14]=[CH:15][C:7]=3[C:6](=[CH:16][C:17]3[CH:22]=[CH:21][C:20]([NH:23][S:25]([CH3:24])(=[O:27])=[O:26])=[CH:19][CH:18]=3)[C:5]=2[CH:4]=[CH:3][CH:2]=1.